Dataset: Forward reaction prediction with 1.9M reactions from USPTO patents (1976-2016). Task: Predict the product of the given reaction. (1) Given the reactants [CH:1]12[N:8]([C:9]([C:11]3[S:12][CH:13]=[C:14]([C:16]4[CH:21]=[CH:20][C:19]([Cl:22])=[CH:18][CH:17]=4)[N:15]=3)=[O:10])[CH:5]([CH2:6][CH2:7]1)[CH2:4][O:3][CH2:2]2.[Br:23]N1C(=O)CCC1=O.O, predict the reaction product. The product is: [CH:5]12[N:8]([C:9]([C:11]3[S:12][C:13]([Br:23])=[C:14]([C:16]4[CH:21]=[CH:20][C:19]([Cl:22])=[CH:18][CH:17]=4)[N:15]=3)=[O:10])[CH:1]([CH2:7][CH2:6]1)[CH2:2][O:3][CH2:4]2. (2) Given the reactants [CH:1](NC(C)C)(C)C.C([Li])CCC.[Cl:13][C:14]1[S:18][C:17]([CH:19]([CH:24]2[CH2:27][CH2:26][CH2:25]2)[C:20]([O:22][CH3:23])=[O:21])=[CH:16][CH:15]=1.IC.[Cl-].[NH4+], predict the reaction product. The product is: [Cl:13][C:14]1[S:18][C:17]([C:19]([CH:24]2[CH2:25][CH2:26][CH2:27]2)([CH3:1])[C:20]([O:22][CH3:23])=[O:21])=[CH:16][CH:15]=1. (3) Given the reactants [C:1](Cl)(=[O:4])[CH2:2][CH3:3].[N+:6]([C:9]1[CH:15]=[CH:14][C:12]([NH2:13])=[CH:11][CH:10]=1)([O-:8])=[O:7].N1C=CC=CC=1, predict the reaction product. The product is: [N+:6]([C:9]1[CH:15]=[CH:14][C:12]([NH:13][C:1](=[O:4])[CH2:2][CH3:3])=[CH:11][CH:10]=1)([O-:8])=[O:7]. (4) Given the reactants Br[C:2]1[C:7]2[CH2:8][N:9]([C:13]([O:15][C:16]([CH3:19])([CH3:18])[CH3:17])=[O:14])[CH2:10][CH2:11][O:12][C:6]=2[CH:5]=[CH:4][CH:3]=1.C1(C)C=CC(S(O)(=O)=O)=CC=1.[CH3:31][C@H:32]1[CH2:37][O:36][CH2:35][CH2:34][NH:33]1.CC(C)([O-])C.[Na+].C1(C)C=CC=CC=1, predict the reaction product. The product is: [CH3:31][C@H:32]1[CH2:37][O:36][CH2:35][CH2:34][N:33]1[C:4]1[CH:3]=[CH:2][C:7]2[CH2:8][N:9]([C:13]([O:15][C:16]([CH3:19])([CH3:18])[CH3:17])=[O:14])[CH2:10][CH2:11][O:12][C:6]=2[CH:5]=1.